Dataset: Full USPTO retrosynthesis dataset with 1.9M reactions from patents (1976-2016). Task: Predict the reactants needed to synthesize the given product. (1) Given the product [CH3:32][C:8]1[CH:9]=[C:10]([O:13][CH:14]([C:16]2[S:20][C:19]([C:21]3[CH:26]=[CH:25][C:24]([C:27]([F:30])([F:29])[F:28])=[CH:23][CH:22]=3)=[N:18][C:17]=2[CH3:31])[CH3:15])[CH:11]=[CH:12][C:7]=1[O:6][CH2:5][C:4]([OH:33])=[O:3], predict the reactants needed to synthesize it. The reactants are: C([O:3][C:4](=[O:33])[CH2:5][O:6][C:7]1[CH:12]=[CH:11][C:10]([O:13][CH:14]([C:16]2[S:20][C:19]([C:21]3[CH:26]=[CH:25][C:24]([C:27]([F:30])([F:29])[F:28])=[CH:23][CH:22]=3)=[N:18][C:17]=2[CH3:31])[CH3:15])=[CH:9][C:8]=1[CH3:32])C.[OH-].[Na+]. (2) Given the product [C:1]([O:5][C:6]([N:8]1[C@@H:12]([CH2:13][F:14])[C@@H:11]([C:15]2[CH:16]=[CH:17][C:18]([S:21]([CH2:22][F:23])=[O:34])=[CH:19][CH:20]=2)[O:10][C:9]1([CH3:25])[CH3:24])=[O:7])([CH3:4])([CH3:2])[CH3:3], predict the reactants needed to synthesize it. The reactants are: [C:1]([O:5][C:6]([N:8]1[C@@H:12]([CH2:13][F:14])[C@@H:11]([C:15]2[CH:20]=[CH:19][C:18]([S:21][CH2:22][F:23])=[CH:17][CH:16]=2)[O:10][C:9]1([CH3:25])[CH3:24])=[O:7])([CH3:4])([CH3:3])[CH3:2].C1C=C(Cl)C=C(C(OO)=[O:34])C=1.